This data is from Reaction yield outcomes from USPTO patents with 853,638 reactions. The task is: Predict the reaction yield, written as a fraction of the theoretical maximum amount of product (1.0 means a 100% yield; for example, 0.34 means a 34% yield). (1) The reactants are [C:1]([C:5]1[CH:26]=[CH:25][C:8]([CH2:9][N:10]([CH2:22][CH2:23][OH:24])[C:11]([C:13]2[CH:14]=[CH:15][CH:16]=[C:17]3[C:21]=2[NH:20][CH:19]=[CH:18]3)=[O:12])=[CH:7][CH:6]=1)([CH3:4])([CH3:3])[CH3:2].[Cl:27][C:28]1[CH:33]=[CH:32][CH:31]=[CH:30][C:29]=1O.C1(P(C2C=CC=CC=2)C2C=CC=CC=2)C=CC=CC=1.C(OC(N=NC(OCC)=O)=O)C. The catalyst is C1COCC1. The product is [C:1]([C:5]1[CH:6]=[CH:7][C:8]([CH2:9][N:10]([CH2:22][CH2:23][O:24][C:29]2[CH:30]=[CH:31][CH:32]=[CH:33][C:28]=2[Cl:27])[C:11]([C:13]2[CH:14]=[CH:15][CH:16]=[C:17]3[C:21]=2[NH:20][CH:19]=[CH:18]3)=[O:12])=[CH:25][CH:26]=1)([CH3:4])([CH3:2])[CH3:3]. The yield is 0.690. (2) The reactants are [C:1]([C:3]1[N:11]=[CH:10][C:9]2[NH:8][C:7]3[N:12]=[CH:13][C:14]([C:16]4[CH:21]=[CH:20][C:19]([CH2:22][N:23]5[CH2:28][CH2:27][CH2:26][CH2:25][CH2:24]5)=[CH:18][CH:17]=4)=[CH:15][C:6]=3[C:5]=2[CH:4]=1)#[CH:2].[N:29]([CH2:32][C:33]1[CH:38]=[CH:37][CH:36]=[CH:35][CH:34]=1)=[N+:30]=[N-:31]. The catalyst is CN(C)C=O.C(Cl)Cl.CO.[Cu]I. The product is [CH2:32]([N:29]1[CH:2]=[C:1]([C:3]2[N:11]=[CH:10][C:9]3[NH:8][C:7]4[N:12]=[CH:13][C:14]([C:16]5[CH:17]=[CH:18][C:19]([CH2:22][N:23]6[CH2:28][CH2:27][CH2:26][CH2:25][CH2:24]6)=[CH:20][CH:21]=5)=[CH:15][C:6]=4[C:5]=3[CH:4]=2)[N:31]=[N:30]1)[C:33]1[CH:38]=[CH:37][CH:36]=[CH:35][CH:34]=1. The yield is 0.200. (3) The reactants are [C:1]([C:3]1[CH:8]=[CH:7][C:6]([CH:9]2[CH2:14][CH2:13][N:12]([C:15]([C:17]3[C:18]([CH3:40])=[CH:19][C:20]([CH3:39])=[C:21]([C:23]4[NH:38][C:26]5[CH2:27][N:28](C(OC(C)(C)C)=O)[CH2:29][CH2:30][C:25]=5[N:24]=4)[CH:22]=3)=[O:16])[CH2:11][CH2:10]2)=[CH:5][CH:4]=1)#[N:2].FC(F)(F)C(O)=O. The catalyst is ClCCl. The product is [CH3:40][C:18]1[CH:19]=[C:20]([CH3:39])[C:21]([C:23]2[NH:38][C:26]3[CH2:27][NH:28][CH2:29][CH2:30][C:25]=3[N:24]=2)=[CH:22][C:17]=1[C:15]([N:12]1[CH2:11][CH2:10][CH:9]([C:6]2[CH:5]=[CH:4][C:3]([C:1]#[N:2])=[CH:8][CH:7]=2)[CH2:14][CH2:13]1)=[O:16]. The yield is 0.680. (4) The reactants are [F:1][C:2]1[C:3]([N:24]2[CH2:29][CH2:28][CH2:27][C@H:26]([NH:30]C(=O)OC(C)(C)C)[CH2:25]2)=[N:4][C:5]([N:8]2[C:16]3[CH:15]=[C:14]([C:17]4[CH:22]=[N:21][CH:20]=[C:19]([CH3:23])[N:18]=4)[N:13]=[CH:12][C:11]=3[CH:10]=[N:9]2)=[CH:6][CH:7]=1. The catalyst is C(O)(C(F)(F)F)=O.ClCCl. The product is [F:1][C:2]1[C:3]([N:24]2[CH2:29][CH2:28][CH2:27][C@H:26]([NH2:30])[CH2:25]2)=[N:4][C:5]([N:8]2[C:16]3[CH:15]=[C:14]([C:17]4[CH:22]=[N:21][CH:20]=[C:19]([CH3:23])[N:18]=4)[N:13]=[CH:12][C:11]=3[CH:10]=[N:9]2)=[CH:6][CH:7]=1. The yield is 0.770. (5) The catalyst is C1C=CC(/C=C/C(/C=C/C2C=CC=CC=2)=O)=CC=1.C1C=CC(/C=C/C(/C=C/C2C=CC=CC=2)=O)=CC=1.C1C=CC(/C=C/C(/C=C/C2C=CC=CC=2)=O)=CC=1.[Pd].[Pd].C1(C2C=CC=CC=2)C=CC(P(C(C)(C)C)C(C)(C)C)=CC=1. The product is [CH2:32]([O:34][C:35](=[O:42])[CH:36]([C:2]1[CH:31]=[CH:30][C:5]2[C:6]3[C:11]([NH:12][C:13]4[CH:18]=[CH:17][C:16]([O:19][CH2:20][C:21]5[CH:26]=[CH:25][CH:24]=[C:23]([F:27])[CH:22]=5)=[C:15]([Cl:28])[CH:14]=4)=[N:10][CH:9]=[N:8][C:7]=3[S:29][C:4]=2[CH:3]=1)[C:37]([O:39][CH2:40][CH3:41])=[O:38])[CH3:33]. The reactants are Br[C:2]1[CH:31]=[CH:30][C:5]2[C:6]3[C:11]([NH:12][C:13]4[CH:18]=[CH:17][C:16]([O:19][CH2:20][C:21]5[CH:26]=[CH:25][CH:24]=[C:23]([F:27])[CH:22]=5)=[C:15]([Cl:28])[CH:14]=4)=[N:10][CH:9]=[N:8][C:7]=3[S:29][C:4]=2[CH:3]=1.[CH2:32]([O:34][C:35](=[O:42])[CH2:36][C:37]([O:39][CH2:40][CH3:41])=[O:38])[CH3:33].[H-].[Na+]. The yield is 0.750.